This data is from CYP2C19 inhibition data for predicting drug metabolism from PubChem BioAssay. The task is: Regression/Classification. Given a drug SMILES string, predict its absorption, distribution, metabolism, or excretion properties. Task type varies by dataset: regression for continuous measurements (e.g., permeability, clearance, half-life) or binary classification for categorical outcomes (e.g., BBB penetration, CYP inhibition). Dataset: cyp2c19_veith. (1) The compound is O=C(O)Cc1ccc(O)c(O)c1. The result is 0 (non-inhibitor). (2) The molecule is O=C(NC(=S)Nc1ccc(C(=O)N2CCOCC2)cc1)c1ccc([N+](=O)[O-])cc1. The result is 0 (non-inhibitor). (3) The compound is Cc1[nH]n(-c2ccccc2)c(=O)c1CCOC(=O)c1ccc(C(F)(F)F)cc1. The result is 1 (inhibitor). (4) The compound is C#CCCCO/N=C1/C[C@@H](O)[C@@H](O)[C@H]2[C@@H]1CC[C@@H]1C(=O)N(C[C@@H]3CCCO3)C(=O)[C@H]12. The result is 0 (non-inhibitor). (5) The compound is CO[C@H]1COC(=O)[C@H](C)COC(=O)[C@H](C)NC(=O)C/C=C\[C@H]1C. The result is 0 (non-inhibitor).